This data is from Reaction yield outcomes from USPTO patents with 853,638 reactions. The task is: Predict the reaction yield, written as a fraction of the theoretical maximum amount of product (1.0 means a 100% yield; for example, 0.34 means a 34% yield). (1) The reactants are [C@@H:1]1([NH:10][C:11]2[C:12]3[CH:19]=[CH:18][N:17]([C@H:20]4[CH2:36][C@@H:23]5[O:24]C(C6C=CC(OC)=CC=6)[O:26][CH2:27][C@@H:22]5[CH2:21]4)[C:13]=3[N:14]=[CH:15][N:16]=2)[C:9]2[C:4](=[CH:5][CH:6]=[CH:7][CH:8]=2)[CH2:3][CH2:2]1.O.CC(O)=O. The catalyst is C1COCC1. The product is [C@@H:1]1([NH:10][C:11]2[C:12]3[CH:19]=[CH:18][N:17]([C@H:20]4[CH2:36][C@H:23]([OH:24])[C@H:22]([CH2:27][OH:26])[CH2:21]4)[C:13]=3[N:14]=[CH:15][N:16]=2)[C:9]2[C:4](=[CH:5][CH:6]=[CH:7][CH:8]=2)[CH2:3][CH2:2]1. The yield is 0.980. (2) The reactants are C(OC([N:8]1[CH2:12][CH2:11][C:10]([NH:17][C:18]([C:20]2[C:28]3[C:23](=[N:24][CH:25]=[C:26]([CH:29]4[CH2:31][CH2:30]4)[N:27]=3)[N:22](COCC[Si](C)(C)C)[CH:21]=2)=[O:19])([C:13]([OH:16])([CH3:15])[CH3:14])[CH2:9]1)=O)(C)(C)C.FC(F)(F)C(O)=O. The catalyst is C(Cl)Cl. The product is [OH:16][C:13]([C:10]1([NH:17][C:18]([C:20]2[C:28]3[C:23](=[N:24][CH:25]=[C:26]([CH:29]4[CH2:30][CH2:31]4)[N:27]=3)[NH:22][CH:21]=2)=[O:19])[CH2:11][CH2:12][NH:8][CH2:9]1)([CH3:15])[CH3:14]. The yield is 0.480.